This data is from Cav3 T-type calcium channel HTS with 100,875 compounds. The task is: Binary Classification. Given a drug SMILES string, predict its activity (active/inactive) in a high-throughput screening assay against a specified biological target. (1) The drug is s1c(C(Oc2ccc(C(=O)COC(=O)C3CN(C(=O)C3)c3c(c(ccc3)C)C)cc2)=O)ccc1. The result is 0 (inactive). (2) The compound is S=C(NC(=O)C(c1ccccc1)c1ccccc1)Nc1nc(ccc1)C. The result is 0 (inactive). (3) The drug is o1c(CNc2n(CCN(CC)CC)c3c(n2)cccc3)ccc1. The result is 0 (inactive). (4) The compound is Brc1oc(C(OCC(=O)Nc2sc3c(n2)ccc(c3)C)=O)cc1. The result is 0 (inactive). (5) The drug is S(=O)(=O)(N1CCC(N2CCN(CC2)c2c(OC)cccc2)CC1)c1cc2c(cc1)cccc2. The result is 0 (inactive). (6) The drug is s1c(c2nn(nn2)CC(=O)c2ccc(OC)cc2)ccc1. The result is 0 (inactive). (7) The molecule is Clc1ccc(CNC(=O)c2cccnc2)cc1. The result is 0 (inactive). (8) The compound is S(=O)(=O)(N(CC(=O)NCCC)c1ccc(F)cc1)c1cc2OCCOc2cc1. The result is 0 (inactive). (9) The molecule is S(Cc1oc(cc1)C(OC)=O)c1sc(Nc2c(OC)cccc2)nn1. The result is 0 (inactive). (10) The drug is Oc1c2c3C([N+](CCc3cc1OC)(C)C)Cc1c2c(O)c(OC)cc1. The result is 0 (inactive).